Dataset: Forward reaction prediction with 1.9M reactions from USPTO patents (1976-2016). Task: Predict the product of the given reaction. (1) Given the reactants [CH3:1][O:2][C:3]1[CH:8]=[CH:7][C:6]2[C:9]3([CH2:19][O:20][C:5]=2[CH:4]=1)[C:17]1[C:12](=[CH:13][CH:14]=[CH:15][CH:16]=1)[NH:11][C:10]3=[O:18].CC1C=CC(S(O[CH2:32][C@H:33]2[CH2:37][CH2:36][CH2:35][O:34]2)(=O)=O)=CC=1.BrCC1CCCCO1, predict the reaction product. The product is: [CH3:1][O:2][C:3]1[CH:8]=[CH:7][C:6]2[C:9]3([CH2:19][O:20][C:5]=2[CH:4]=1)[C:17]1[C:12](=[CH:13][CH:14]=[CH:15][CH:16]=1)[N:11]([CH2:32][C@H:33]1[CH2:37][CH2:36][CH2:35][O:34]1)[C:10]3=[O:18]. (2) Given the reactants [C:1]1([CH:7]([C:34]2[CH:39]=[CH:38][CH:37]=[CH:36][CH:35]=2)[C:8]2[CH:9]=[CH:10][C:11](=[O:33])[N:12]([CH2:14]/[CH:15]=[CH:16]/[C:17]3[CH:25]=[CH:24][CH:23]=[C:22]4[C:18]=3[CH:19]=[CH:20][N:21]4C(OC(C)(C)C)=O)[CH:13]=2)[CH:6]=[CH:5][CH:4]=[CH:3][CH:2]=1.[OH-].[Na+], predict the reaction product. The product is: [C:1]1([CH:7]([C:34]2[CH:35]=[CH:36][CH:37]=[CH:38][CH:39]=2)[C:8]2[CH:9]=[CH:10][C:11](=[O:33])[N:12]([CH2:14]/[CH:15]=[CH:16]/[C:17]3[CH:25]=[CH:24][CH:23]=[C:22]4[C:18]=3[CH:19]=[CH:20][NH:21]4)[CH:13]=2)[CH:2]=[CH:3][CH:4]=[CH:5][CH:6]=1. (3) Given the reactants [O:1]1[C:6]2[CH:7]=[CH:8][CH:9]=[CH:10][C:5]=2[NH:4][CH2:3][CH2:2]1.[CH3:11][C:12]([CH3:15])([O-])C.[K+].BrC1CC1, predict the reaction product. The product is: [CH:15]1([N:4]2[C:5]3[CH:10]=[CH:9][CH:8]=[CH:7][C:6]=3[O:1][CH2:2][CH2:3]2)[CH2:12][CH2:11]1. (4) Given the reactants [Br:1][C:2]1[CH:7]=[CH:6][C:5]([C:8]([C:10]2[CH:15]=[CH:14][CH:13]=[CH:12][N:11]=2)=O)=[C:4](F)[CH:3]=1.[NH:17](C(OC(C)(C)C)=O)[NH2:18].C(O)(=O)C, predict the reaction product. The product is: [Br:1][C:2]1[CH:3]=[C:4]2[C:5]([C:8]([C:10]3[CH:15]=[CH:14][CH:13]=[CH:12][N:11]=3)=[N:17][NH:18]2)=[CH:6][CH:7]=1. (5) Given the reactants [F:1][C:2]([C:12]1[CH:17]=[CH:16][C:15](I)=[CH:14][CH:13]=1)([CH3:11])[CH2:3][NH:4][S:5]([CH:8]([CH3:10])[CH3:9])(=[O:7])=[O:6].[CH3:19][CH2:20]N(CC)CC.[CH2:26]1[CH2:30][O:29][CH2:28][CH2:27]1, predict the reaction product. The product is: [F:1][C:2]([C:12]1[CH:17]=[CH:16][C:15]([C:19]#[C:20][CH2:28][CH2:27][CH2:26][CH2:30][OH:29])=[CH:14][CH:13]=1)([CH3:11])[CH2:3][NH:4][S:5]([CH:8]([CH3:10])[CH3:9])(=[O:7])=[O:6].